This data is from Experimentally validated miRNA-target interactions with 360,000+ pairs, plus equal number of negative samples. The task is: Binary Classification. Given a miRNA mature sequence and a target amino acid sequence, predict their likelihood of interaction. Result: 0 (no interaction). The protein sequence of the target gene is MCCSERLLGLPQPVEMEAPDEAEGLPSKQKEMPPPPPPSPPSEPAQKLPPQGAGSHSLTVRSSLCLFAASQFLLACGVLWLSGHGHSWLQNTTDLISSSLTVLNHLGPVAWLGSGTWGIPSLLLVSLTVSLVIVTTLVWHLLKAPPEPPAPLPPEDRRQSVSRQPSFTYSEWMEEKVEDDFLDLDAVPETPVFDCVMDIKPETDPASLTVKSMGLQERRGSNVSLTLDMCTPGCNEEGFGYLVSPREESAHEYLLSASRVLRAEELHEKALDPFLLQAEFFEIPMNFVDPKEYDIPGLVR.... The miRNA is mmu-miR-3103-3p with sequence UAACCUCUGAUCCUUCCCACAG.